Dataset: Forward reaction prediction with 1.9M reactions from USPTO patents (1976-2016). Task: Predict the product of the given reaction. (1) Given the reactants [Br:1][C:2]1[CH:11]=[CH:10][C:5]2[N:6]=[C:7](Cl)[S:8][C:4]=2[CH:3]=1.C(O)C.[CH3:15][NH2:16].Cl, predict the reaction product. The product is: [Br:1][C:2]1[CH:11]=[CH:10][C:5]2[N:6]=[C:7]([NH:16][CH3:15])[S:8][C:4]=2[CH:3]=1. (2) Given the reactants [C:1](Cl)(=[O:5])[O:2][CH2:3][CH3:4].[F:7][C:8]1[CH:13]=[CH:12][C:11]([C:14]2[S:18][C:17]([S:19]([N:22]3[CH2:27][CH2:26][NH:25][CH2:24][C@@H:23]3[C:28]([NH:30][O:31][CH:32]3[CH2:37][CH2:36][CH2:35][CH2:34][O:33]3)=[O:29])(=[O:21])=[O:20])=[CH:16][CH:15]=2)=[CH:10][CH:9]=1.C(N(CC)CC)C, predict the reaction product. The product is: [CH2:3]([O:2][C:1]([N:25]1[CH2:26][CH2:27][N:22]([S:19]([C:17]2[S:18][C:14]([C:11]3[CH:12]=[CH:13][C:8]([F:7])=[CH:9][CH:10]=3)=[CH:15][CH:16]=2)(=[O:21])=[O:20])[C@@H:23]([C:28]([NH:30][O:31][CH:32]2[CH2:37][CH2:36][CH2:35][CH2:34][O:33]2)=[O:29])[CH2:24]1)=[O:5])[CH3:4]. (3) Given the reactants [Br:1][C:2]1[CH:20]=[N:19][C:5]2=[N:6][C:7]([N:12]3[CH2:17][CH2:16][N:15]([CH3:18])[CH2:14][CH2:13]3)=[C:8]([NH:10][NH2:11])[N:9]=[C:4]2[C:3]=1[CH3:21].[CH:22](OC)(OC)OC, predict the reaction product. The product is: [Br:1][C:2]1[CH:20]=[N:19][C:5]2[N:6]=[C:7]([N:12]3[CH2:17][CH2:16][N:15]([CH3:18])[CH2:14][CH2:13]3)[C:8]3[N:9]([CH:22]=[N:11][N:10]=3)[C:4]=2[C:3]=1[CH3:21]. (4) Given the reactants [CH3:1][O:2][C:3](=[O:17])[C:4]1[CH:9]=[CH:8][C:7](Br)=[C:6]([O:11][CH2:12][CH2:13][CH2:14][O:15][CH3:16])[CH:5]=1.[CH3:18][Si:19]([C:22]#[CH:23])([CH3:21])[CH3:20], predict the reaction product. The product is: [CH3:1][O:2][C:3](=[O:17])[C:4]1[CH:9]=[CH:8][C:7]([C:23]#[C:22][Si:19]([CH3:21])([CH3:20])[CH3:18])=[C:6]([O:11][CH2:12][CH2:13][CH2:14][O:15][CH3:16])[CH:5]=1. (5) Given the reactants [NH2:1][CH:2]1[CH2:7][CH2:6][N:5]([CH2:8][CH2:9][N:10]2[C:19]3[C:14](=[C:15]([F:21])[CH:16]=[C:17]([F:20])[CH:18]=3)[CH:13]=[CH:12][C:11]2=[O:22])[CH2:4][CH2:3]1.[O:23]1[C:28]2[CH:29]=[CH:30][CH:31]=[CH:32][C:27]=2[O:26][CH2:25][CH:24]1[C:33](O)=[O:34].C(Cl)CCl.C1C=CC2N(O)N=NC=2C=1, predict the reaction product. The product is: [F:21][C:15]1[CH:16]=[C:17]([F:20])[CH:18]=[C:19]2[C:14]=1[CH:13]=[CH:12][C:11](=[O:22])[N:10]2[CH2:9][CH2:8][N:5]1[CH2:4][CH2:3][CH:2]([NH:1][C:33]([CH:24]2[O:23][C:28]3[CH:29]=[CH:30][CH:31]=[CH:32][C:27]=3[O:26][CH2:25]2)=[O:34])[CH2:7][CH2:6]1. (6) Given the reactants [Cl:1][C:2]1[CH:7]=[CH:6][C:5]([N+:8]([O-])=O)=[CH:4][C:3]=1[C:11]([CH3:27])([CH3:26])[CH2:12][NH:13][C:14]([C:16]1[C:24]2[C:19](=[CH:20][CH:21]=[CH:22][CH:23]=2)[N:18]([CH3:25])[N:17]=1)=[O:15], predict the reaction product. The product is: [NH2:8][C:5]1[CH:6]=[CH:7][C:2]([Cl:1])=[C:3]([C:11]([CH3:26])([CH3:27])[CH2:12][NH:13][C:14]([C:16]2[C:24]3[C:19](=[CH:20][CH:21]=[CH:22][CH:23]=3)[N:18]([CH3:25])[N:17]=2)=[O:15])[CH:4]=1. (7) Given the reactants CC1C=CC(S(O[CH2:12][CH:13]2[CH2:22][CH2:21][C:20]3[C:15](=[CH:16][C:17]([S:23]([CH3:26])(=[O:25])=[O:24])=[CH:18][CH:19]=3)[O:14]2)(=O)=O)=CC=1.[CH3:27][NH:28][CH3:29].CC(C)(C)CNC[C@@H]1OC2C=C(S(C)(=O)=O)C=CC=2OC1, predict the reaction product. The product is: [CH3:27][N:28]([CH3:29])[CH2:12][CH:13]1[CH2:22][CH2:21][C:20]2[C:15](=[CH:16][C:17]([S:23]([CH3:26])(=[O:25])=[O:24])=[CH:18][CH:19]=2)[O:14]1.